From a dataset of Peptide-MHC class I binding affinity with 185,985 pairs from IEDB/IMGT. Regression. Given a peptide amino acid sequence and an MHC pseudo amino acid sequence, predict their binding affinity value. This is MHC class I binding data. (1) The peptide sequence is CASSSDWFY. The MHC is HLA-B27:03 with pseudo-sequence HLA-B27:03. The binding affinity (normalized) is 0.0847. (2) The peptide sequence is VRELAVALA. The MHC is HLA-B27:05 with pseudo-sequence HLA-B27:05. The binding affinity (normalized) is 0. (3) The peptide sequence is ADSPSVPSHL. The MHC is Patr-A0401 with pseudo-sequence Patr-A0401. The binding affinity (normalized) is 0. (4) The peptide sequence is KFRPGSLIY. The MHC is HLA-A11:01 with pseudo-sequence HLA-A11:01. The binding affinity (normalized) is 0. (5) The peptide sequence is VQPPQLTLQV. The MHC is HLA-A29:02 with pseudo-sequence HLA-A29:02. The binding affinity (normalized) is 0. (6) The peptide sequence is LQALSNLIL. The MHC is HLA-B07:02 with pseudo-sequence HLA-B07:02. The binding affinity (normalized) is 0.213. (7) The peptide sequence is CKLYNEGYI. The MHC is H-2-Db with pseudo-sequence H-2-Db. The binding affinity (normalized) is 0.276. (8) The peptide sequence is RPRGAPTPT. The MHC is HLA-A30:02 with pseudo-sequence HLA-A30:02. The binding affinity (normalized) is 0.213. (9) The peptide sequence is KTSLSNLLA. The MHC is HLA-A03:01 with pseudo-sequence HLA-A03:01. The binding affinity (normalized) is 0.0847.